This data is from Forward reaction prediction with 1.9M reactions from USPTO patents (1976-2016). The task is: Predict the product of the given reaction. (1) The product is: [Cl:15][C:16]1[CH:22]=[CH:21][C:20]([CH3:23])=[CH:19][C:17]=1[NH:18][C:9](=[O:11])[C:8]1[CH:7]=[C:6]([CH:5]=[CH:4][C:3]=1[O:2][CH3:1])[C:12]([NH2:14])=[O:13]. Given the reactants [CH3:1][O:2][C:3]1[C:8]([C:9]([OH:11])=O)=[CH:7][C:6]([C:12]([NH2:14])=[O:13])=[CH:5][CH:4]=1.[Cl:15][C:16]1[CH:22]=[CH:21][C:20]([CH3:23])=[CH:19][C:17]=1[NH2:18], predict the reaction product. (2) Given the reactants [F:1][C:2]([F:15])([F:14])[C:3]1[NH:13][C:6]2=[N:7][CH:8]=[C:9]([CH2:11][NH2:12])[CH:10]=[C:5]2[CH:4]=1.Cl[C:17]1[CH:22]=[C:21]([C:23]([CH3:26])([CH3:25])[CH3:24])[N:20]=[CH:19][N:18]=1.CCN(C(C)C)C(C)C, predict the reaction product. The product is: [CH3:24][C:23]([C:21]1[N:20]=[CH:19][N:18]=[C:17]([NH:12][CH2:11][C:9]2[CH:10]=[C:5]3[CH:4]=[C:3]([C:2]([F:1])([F:14])[F:15])[NH:13][C:6]3=[N:7][CH:8]=2)[CH:22]=1)([CH3:26])[CH3:25]. (3) The product is: [Br:23][C:10]1[N:5]2[N:4]=[C:3]([CH2:1][CH3:2])[CH:11]=[C:6]2[CH:7]=[CH:8][CH:9]=1. Given the reactants [CH2:1]([C:3]1[CH:11]=[C:6]2[CH:7]=[CH:8][CH:9]=[CH:10][N:5]2[N:4]=1)[CH3:2].C([Li])CCC.CCCCCC.[Br:23]C1C(F)=C(F)C(F)=C(F)C=1F, predict the reaction product. (4) Given the reactants [F:1][C:2]1[CH:35]=[CH:34][CH:33]=[C:32]([F:36])[C:3]=1[O:4][C:5]1[C:19]([O:20][C:21]2[CH:22]=[N:23][C:24]([S:27]([CH2:30][CH3:31])(=[O:29])=[O:28])=[CH:25][CH:26]=2)=[CH:18][C:8]2[NH:9][C:10]([C:12]3[CH:17]=C[CH:15]=[CH:14][N:13]=3)=[N:11][C:7]=2[CH:6]=1.[N:37]1C=CN=CC=1C(O)=O, predict the reaction product. The product is: [F:36][C:32]1[CH:33]=[CH:34][CH:35]=[C:2]([F:1])[C:3]=1[O:4][C:5]1[C:19]([O:20][C:21]2[CH:22]=[N:23][C:24]([S:27]([CH2:30][CH3:31])(=[O:29])=[O:28])=[CH:25][CH:26]=2)=[CH:18][C:8]2[NH:9][C:10]([C:12]3[CH:17]=[N:37][CH:15]=[CH:14][N:13]=3)=[N:11][C:7]=2[CH:6]=1.